Dataset: TCR-epitope binding with 47,182 pairs between 192 epitopes and 23,139 TCRs. Task: Binary Classification. Given a T-cell receptor sequence (or CDR3 region) and an epitope sequence, predict whether binding occurs between them. (1) The epitope is IPSINVHHY. The TCR CDR3 sequence is CASSPWTVYEQYF. Result: 0 (the TCR does not bind to the epitope). (2) Result: 1 (the TCR binds to the epitope). The epitope is LLQTGIHVRVSQPSL. The TCR CDR3 sequence is CASSQGTGDQETQYF. (3) The epitope is KAYNVTQAF. The TCR CDR3 sequence is CASSLVHEQYF. Result: 1 (the TCR binds to the epitope). (4) The epitope is VLAWLYAAV. The TCR CDR3 sequence is CSASEASGTFYNEQFF. Result: 0 (the TCR does not bind to the epitope). (5) The epitope is IVTDFSVIK. Result: 1 (the TCR binds to the epitope). The TCR CDR3 sequence is CASSDLQWVSYEQYF. (6) The epitope is HLVDFQVTI. The TCR CDR3 sequence is CSVDGEV. Result: 0 (the TCR does not bind to the epitope). (7) The epitope is KLSYGIATV. The TCR CDR3 sequence is CSVVDPLWFYEQYF. Result: 1 (the TCR binds to the epitope).